From a dataset of Reaction yield outcomes from USPTO patents with 853,638 reactions. Predict the reaction yield, written as a fraction of the theoretical maximum amount of product (1.0 means a 100% yield; for example, 0.34 means a 34% yield). (1) The yield is 0.820. No catalyst specified. The reactants are [CH:1]([C:4]1[CH:9]=[CH:8][C:7]([CH:10]2[C:14]3[C:15]([CH3:22])=[C:16]([OH:21])[C:17]([CH3:20])=[C:18]([CH3:19])[C:13]=3[O:12][C:11]2([CH3:24])[CH3:23])=[CH:6][CH:5]=1)([CH3:3])[CH3:2].Br[CH:26]([C:31]1[CH:36]=[CH:35][CH:34]=[CH:33][CH:32]=1)[C:27]([O:29][CH3:30])=[O:28]. The product is [CH:1]([C:4]1[CH:9]=[CH:8][C:7]([CH:10]2[C:14]3[C:15]([CH3:22])=[C:16]([O:21][CH:26]([C:31]4[CH:36]=[CH:35][CH:34]=[CH:33][CH:32]=4)[C:27]([O:29][CH3:30])=[O:28])[C:17]([CH3:20])=[C:18]([CH3:19])[C:13]=3[O:12][C:11]2([CH3:24])[CH3:23])=[CH:6][CH:5]=1)([CH3:3])[CH3:2]. (2) The reactants are [N:1]1([C:5]2[O:9][N:8]=[C:7]([C:10]3[CH:15]=[CH:14][C:13]([CH3:16])=[C:12]([N+:17]([O-])=O)[CH:11]=3)[N:6]=2)[CH2:4][CH2:3][CH2:2]1.O.O.Cl[Sn]Cl. The catalyst is C(O)C. The product is [N:1]1([C:5]2[O:9][N:8]=[C:7]([C:10]3[CH:15]=[CH:14][C:13]([CH3:16])=[C:12]([CH:11]=3)[NH2:17])[N:6]=2)[CH2:4][CH2:3][CH2:2]1. The yield is 0.650. (3) The reactants are [Cl:1][C:2]1[CH:3]=[C:4]([CH:7]=[C:8]([OH:11])[C:9]=1[OH:10])[CH:5]=[O:6].[C:12]([O-])([O-])=O.[Cs+].[Cs+].O. The catalyst is CN(C=O)C. The product is [Cl:1][C:2]1[C:9]2[O:10][CH2:12][O:11][C:8]=2[CH:7]=[C:4]([CH:5]=[O:6])[CH:3]=1. The yield is 0.700.